Task: Predict the reactants needed to synthesize the given product.. Dataset: Retrosynthesis with 50K atom-mapped reactions and 10 reaction types from USPTO Given the product O=C(CCl)Nc1nc(C(Cl)(Cl)Cl)ns1, predict the reactants needed to synthesize it. The reactants are: Nc1nc(C(Cl)(Cl)Cl)ns1.O=C(Cl)CCl.